This data is from Peptide-MHC class I binding affinity with 185,985 pairs from IEDB/IMGT. The task is: Regression. Given a peptide amino acid sequence and an MHC pseudo amino acid sequence, predict their binding affinity value. This is MHC class I binding data. (1) The peptide sequence is QVWQRSWEY. The MHC is Mamu-A02 with pseudo-sequence Mamu-A02. The binding affinity (normalized) is 0.314. (2) The peptide sequence is LSILFGFL. The MHC is H-2-Kb with pseudo-sequence H-2-Kb. The binding affinity (normalized) is 0.721. (3) The peptide sequence is RTSKAPLER. The MHC is HLA-B08:01 with pseudo-sequence HLA-B08:01. The binding affinity (normalized) is 0. (4) The peptide sequence is TGPCRTCMT. The MHC is H-2-Dd with pseudo-sequence H-2-Dd. The binding affinity (normalized) is 0.567.